From a dataset of Peptide-MHC class II binding affinity with 134,281 pairs from IEDB. Regression. Given a peptide amino acid sequence and an MHC pseudo amino acid sequence, predict their binding affinity value. This is MHC class II binding data. (1) The peptide sequence is TPGLFIQNTSPVDLC. The binding affinity (normalized) is 0.851. The MHC is DRB4_0101 with pseudo-sequence DRB4_0103. (2) The peptide sequence is NPRQAYANYRDIDLG. The MHC is DRB1_1001 with pseudo-sequence DRB1_1001. The binding affinity (normalized) is 0.451. (3) The peptide sequence is YAFVGVMYNLWKMKTK. The MHC is HLA-DQA10201-DQB10301 with pseudo-sequence HLA-DQA10201-DQB10301. The binding affinity (normalized) is 0. (4) The peptide sequence is LQSLGADIASEQAVL. The MHC is DRB1_0901 with pseudo-sequence DRB1_0901. The binding affinity (normalized) is 0.431. (5) The peptide sequence is NGVIKILTYPWDRIE. The MHC is HLA-DQA10201-DQB10303 with pseudo-sequence HLA-DQA10201-DQB10303. The binding affinity (normalized) is 0.